Binary Classification. Given a miRNA mature sequence and a target amino acid sequence, predict their likelihood of interaction. From a dataset of Experimentally validated miRNA-target interactions with 360,000+ pairs, plus equal number of negative samples. (1) The miRNA is hsa-miR-205-3p with sequence GAUUUCAGUGGAGUGAAGUUC. The protein sequence of the target gene is MQPPPRKVKVTQELRNIQGEQMTKLQAKHQAECDLLEDMRTFSQKKAAIEREYAQGIQKLASQYLKRDWPGIKTDDRNDYRSMYPVWKSFLEGTMQVAQSRINICENYKNFISEPARAVRSLKEQQLKRCVDQLTKIQTELQETVKDLVKGKKKYFETEQMAHAVREKADIEAKSKLSLFQSRISLQKASVKLKARRSECNTKATHARNDYLLTLAAANAHQDRYYQTDLVNIMKALDGNVYDHLKDYLIAFSRTELETCQAIQNTFQFLLENSSKVVRDYNLQLFLQENAVFHKPQPFQ.... Result: 0 (no interaction). (2) The miRNA is mmu-miR-574-3p with sequence CACGCUCAUGCACACACCCACA. The protein sequence of the target gene is MAHSTVMFRDVAVGFSQEEWECLSAYERDLYRDVMLENYSHLVSLAGCSISKPDVITLLEQGKEPWMIVRAEKRRWSRDLESRYSSNGLLPEKNTYEINLSPWEIMGRIQRRGPEDSLLGKDFEYKIYEEQENSHRVYFRHVIKTTSGKRPRYRKRTPVSLYQKTPNGEKPYECGECGKAFKVRQQLTFHQRIHTGEKPYECKECGKAFRQCAHLSRHQRIHASDKLYECKKCAKIFTCSSDLRGHQRSHVGEKPYDCKECGKAFRVRGQLMLHQRIHTGEKPYACTECGKSFRQVAHLT.... Result: 0 (no interaction).